From a dataset of Forward reaction prediction with 1.9M reactions from USPTO patents (1976-2016). Predict the product of the given reaction. (1) Given the reactants C[O:2][C:3]([C:5]1[C:13]2[O:12][CH2:11][CH2:10][C:9]=2[CH:8]=[C:7]([C:14]2[CH:19]=[C:18]([O:20][CH3:21])[C:17]([F:22])=[C:16]([F:23])[CH:15]=2)[CH:6]=1)=[O:4].[OH-].[K+], predict the reaction product. The product is: [F:23][C:16]1[CH:15]=[C:14]([C:7]2[CH:6]=[C:5]([C:3]([OH:4])=[O:2])[C:13]3[O:12][CH2:11][CH2:10][C:9]=3[CH:8]=2)[CH:19]=[C:18]([O:20][CH3:21])[C:17]=1[F:22]. (2) Given the reactants [CH3:1][O:2][C:3](=[O:11])[CH2:4][C@H:5]([CH3:10])[CH2:6][C:7]([OH:9])=[O:8].Cl[C:13]([O:15][CH3:16])=[O:14], predict the reaction product. The product is: [CH3:1][O:2][C:3](=[O:11])[CH:4]([C:13]([O:15][CH3:16])=[O:14])[C@H:5]([CH3:10])[CH2:6][C:7]([OH:9])=[O:8]. (3) Given the reactants [CH:1]1([CH2:5][O:6][C:7]2[CH:15]=[CH:14][CH:13]=[C:12]3[C:8]=2[CH:9]=[C:10]([C:16]([OH:18])=[O:17])[NH:11]3)[CH2:4][CH2:3][CH2:2]1.[CH3:19][O:20][C:21]1[CH:22]=C(CCO)C=C[CH:26]=1.C(OC(C1NC2C(C=1)=C(O)C=CC=2)=O)C, predict the reaction product. The product is: [CH3:19][O:20][C:21]1[CH:26]=[C:4]([CH2:1][CH2:5][O:6][C:7]2[CH:15]=[CH:14][CH:13]=[C:12]3[C:8]=2[CH:9]=[C:10]([C:16]([OH:18])=[O:17])[NH:11]3)[CH:3]=[CH:2][CH:22]=1.